This data is from Forward reaction prediction with 1.9M reactions from USPTO patents (1976-2016). The task is: Predict the product of the given reaction. (1) Given the reactants C(OC(=O)[NH:7][C:8]1[S:9][C:10]([C:34]2[CH:39]=[CH:38][CH:37]=[C:36]([O:40][CH3:41])[CH:35]=2)=[CH:11][C:12]=1[C:13]([N:15]1[CH2:20][CH2:19][CH:18]([N:21]2[CH2:33][CH2:32][CH2:31][C:23]3([C:27](=[O:28])[O:26][C:25]([CH3:30])([CH3:29])[CH2:24]3)[CH2:22]2)[CH2:17][CH2:16]1)=[O:14])(C)(C)C.C(=O)([O-])O.[Na+], predict the reaction product. The product is: [NH2:7][C:8]1[S:9][C:10]([C:34]2[CH:39]=[CH:38][CH:37]=[C:36]([O:40][CH3:41])[CH:35]=2)=[CH:11][C:12]=1[C:13]([N:15]1[CH2:20][CH2:19][CH:18]([N:21]2[CH2:33][CH2:32][CH2:31][C:23]3([C:27](=[O:28])[O:26][C:25]([CH3:30])([CH3:29])[CH2:24]3)[CH2:22]2)[CH2:17][CH2:16]1)=[O:14]. (2) The product is: [CH2:24]([N:9]1[C:10]2[C:15](=[CH:14][CH:13]=[CH:12][C:11]=2[CH2:16][CH3:17])[C:7]2[CH2:6][CH2:5][O:4][C:3]([CH2:18][C:19]([OH:21])=[O:20])([CH2:1][CH3:2])[C:8]1=2)[C:25]1[CH:30]=[CH:29][CH:28]=[CH:27][CH:26]=1. Given the reactants [CH2:1]([C:3]1([CH2:18][C:19]([OH:21])=[O:20])[C:8]2[NH:9][C:10]3[C:15]([C:7]=2[CH2:6][CH2:5][O:4]1)=[CH:14][CH:13]=[CH:12][C:11]=3[CH2:16][CH3:17])[CH3:2].[H-].[Na+].[CH2:24](Br)[C:25]1[CH:30]=[CH:29][CH:28]=[CH:27][CH:26]=1, predict the reaction product.